From a dataset of hERG Central: cardiac toxicity at 1µM, 10µM, and general inhibition. Predict hERG channel inhibition at various concentrations. The drug is C=CCNC(=O)C1CCN(c2cc(C)nc(-c3ccccc3)n2)CC1. Results: hERG_inhib (hERG inhibition (general)): blocker.